This data is from NCI-60 drug combinations with 297,098 pairs across 59 cell lines. The task is: Regression. Given two drug SMILES strings and cell line genomic features, predict the synergy score measuring deviation from expected non-interaction effect. (1) Drug 1: C1=CC(=CC=C1C#N)C(C2=CC=C(C=C2)C#N)N3C=NC=N3. Drug 2: CC1C(C(CC(O1)OC2CC(OC(C2O)C)OC3=CC4=CC5=C(C(=O)C(C(C5)C(C(=O)C(C(C)O)O)OC)OC6CC(C(C(O6)C)O)OC7CC(C(C(O7)C)O)OC8CC(C(C(O8)C)O)(C)O)C(=C4C(=C3C)O)O)O)O. Cell line: OVCAR-8. Synergy scores: CSS=60.0, Synergy_ZIP=1.05, Synergy_Bliss=-0.0618, Synergy_Loewe=0.623, Synergy_HSA=-0.00879. (2) Drug 1: COC1=C(C=C2C(=C1)N=CN=C2NC3=CC(=C(C=C3)F)Cl)OCCCN4CCOCC4. Drug 2: CC(C)CN1C=NC2=C1C3=CC=CC=C3N=C2N. Cell line: KM12. Synergy scores: CSS=12.6, Synergy_ZIP=2.41, Synergy_Bliss=-3.88, Synergy_Loewe=-7.34, Synergy_HSA=-6.68. (3) Drug 1: CS(=O)(=O)C1=CC(=C(C=C1)C(=O)NC2=CC(=C(C=C2)Cl)C3=CC=CC=N3)Cl. Drug 2: CCC1(CC2CC(C3=C(CCN(C2)C1)C4=CC=CC=C4N3)(C5=C(C=C6C(=C5)C78CCN9C7C(C=CC9)(C(C(C8N6C=O)(C(=O)OC)O)OC(=O)C)CC)OC)C(=O)OC)O.OS(=O)(=O)O. Cell line: SK-MEL-2. Synergy scores: CSS=54.5, Synergy_ZIP=13.2, Synergy_Bliss=13.1, Synergy_Loewe=-41.4, Synergy_HSA=9.54. (4) Drug 1: CNC(=O)C1=CC=CC=C1SC2=CC3=C(C=C2)C(=NN3)C=CC4=CC=CC=N4. Drug 2: C1CCN(CC1)CCOC2=CC=C(C=C2)C(=O)C3=C(SC4=C3C=CC(=C4)O)C5=CC=C(C=C5)O. Cell line: UO-31. Synergy scores: CSS=2.65, Synergy_ZIP=-0.916, Synergy_Bliss=-0.593, Synergy_Loewe=-1.74, Synergy_HSA=-0.592. (5) Drug 1: CNC(=O)C1=CC=CC=C1SC2=CC3=C(C=C2)C(=NN3)C=CC4=CC=CC=N4. Drug 2: CCC(=C(C1=CC=CC=C1)C2=CC=C(C=C2)OCCN(C)C)C3=CC=CC=C3.C(C(=O)O)C(CC(=O)O)(C(=O)O)O. Cell line: CAKI-1. Synergy scores: CSS=12.5, Synergy_ZIP=-4.40, Synergy_Bliss=-3.39, Synergy_Loewe=-2.53, Synergy_HSA=-2.19. (6) Drug 2: CCC1(C2=C(COC1=O)C(=O)N3CC4=CC5=C(C=CC(=C5CN(C)C)O)N=C4C3=C2)O.Cl. Synergy scores: CSS=31.9, Synergy_ZIP=-3.62, Synergy_Bliss=0.128, Synergy_Loewe=-11.3, Synergy_HSA=-0.600. Drug 1: C1CCC(C1)C(CC#N)N2C=C(C=N2)C3=C4C=CNC4=NC=N3. Cell line: NCI-H460. (7) Drug 1: CC1=C(C(CCC1)(C)C)C=CC(=CC=CC(=CC(=O)O)C)C. Drug 2: CCC1(C2=C(COC1=O)C(=O)N3CC4=CC5=C(C=CC(=C5CN(C)C)O)N=C4C3=C2)O.Cl. Cell line: KM12. Synergy scores: CSS=35.8, Synergy_ZIP=-2.98, Synergy_Bliss=-0.477, Synergy_Loewe=-24.4, Synergy_HSA=2.36.